From a dataset of Catalyst prediction with 721,799 reactions and 888 catalyst types from USPTO. Predict which catalyst facilitates the given reaction. (1) Reactant: [C:1]1([C:7]([C:9]2[CH:17]=[C:16]3[C:12]([C:13]([CH:26]=[CH:27][C:28]4[CH:33]=[CH:32][CH:31]=[CH:30][CH:29]=4)=[N:14][N:15]3COCC[Si](C)(C)C)=[CH:11][CH:10]=2)=[CH2:8])[CH:6]=[CH:5][CH:4]=[CH:3][CH:2]=1.[F-].C([N+](CCCC)(CCCC)CCCC)CCC.C(=O)(O)[O-].[Na+]. Product: [C:1]1([C:7]([C:9]2[CH:17]=[C:16]3[C:12]([C:13]([CH:26]=[CH:27][C:28]4[CH:29]=[CH:30][CH:31]=[CH:32][CH:33]=4)=[N:14][NH:15]3)=[CH:11][CH:10]=2)=[CH2:8])[CH:2]=[CH:3][CH:4]=[CH:5][CH:6]=1. The catalyst class is: 1. (2) Reactant: Cl[C:2]1[CH:7]=[C:6]([Cl:8])[N:5]=[C:4]([NH2:9])[N:3]=1.C[CH2:11][N:12](C(C)C)[CH:13](C)C.CNC.O. Product: [Cl:8][C:6]1[N:5]=[C:4]([NH2:9])[N:3]=[C:2]([N:12]([CH3:13])[CH3:11])[CH:7]=1. The catalyst class is: 10. (3) Reactant: O=S(Cl)[Cl:3].[Cl:5][C:6]1[CH:7]=[N:8][CH:9]=[C:10]([Cl:14])[C:11]=1[CH2:12]O.C([O-])([O-])=O.[Na+].[Na+]. Product: [Cl:5][C:6]1[CH:7]=[N:8][CH:9]=[C:10]([Cl:14])[C:11]=1[CH2:12][Cl:3]. The catalyst class is: 2. (4) Reactant: [NH2:1][C:2]1[CH:7]=[CH:6][CH:5]=[CH:4][CH:3]=1.Cl[C:9]1[CH:10]=[C:11]([N:15]2[CH:19]=[CH:18][CH:17]=[N:16]2)[CH:12]=[CH:13][CH:14]=1.CC(C)([O-])C.[Na+].C(P(C(C)(C)C)C1(C)CC1(C1C=CC=CC=1)C1C=CC=CC=1)(C)(C)C.[Cl-].[NH4+]. Product: [N:15]1([C:11]2[CH:10]=[C:9]([NH:1][C:2]3[CH:7]=[CH:6][CH:5]=[CH:4][CH:3]=3)[CH:14]=[CH:13][CH:12]=2)[CH:19]=[CH:18][CH:17]=[N:16]1. The catalyst class is: 113. (5) Reactant: [C:1]([O:5][C:6](=[O:16])[NH:7][C@H:8]1[CH2:13][CH2:12][C@H:11]([CH:14]=[O:15])[CH2:10][CH2:9]1)([CH3:4])([CH3:3])[CH3:2].[CH3:17][Mg]Br. Product: [C:1]([O:5][C:6](=[O:16])[NH:7][C@H:8]1[CH2:9][CH2:10][C@H:11]([CH:14]([OH:15])[CH3:17])[CH2:12][CH2:13]1)([CH3:4])([CH3:2])[CH3:3]. The catalyst class is: 1.